From a dataset of Catalyst prediction with 721,799 reactions and 888 catalyst types from USPTO. Predict which catalyst facilitates the given reaction. (1) Reactant: [CH2:1]([S:3]([C:6]1[CH:7]=[CH:8][C:9]([O:38][C:39]2[C:44]([CH:45]=[CH:46][C:47]3[CH:52]=[CH:51][CH:50]=[CH:49][CH:48]=3)=[CH:43][CH:42]=[CH:41][C:40]=2[CH3:53])=[C:10]([C:12]2[C:13]3[CH:22]=[C:21]([C:23]([O:25]CC)=[O:24])[N:20](S(C4C=CC(C)=CC=4)(=O)=O)[C:14]=3[C:15](=[O:19])[N:16]([CH3:18])[CH:17]=2)[CH:11]=1)(=[O:5])=[O:4])[CH3:2].O.[OH-].[Li+].Cl. Product: [CH2:1]([S:3]([C:6]1[CH:7]=[CH:8][C:9]([O:38][C:39]2[C:44]([CH:45]=[CH:46][C:47]3[CH:48]=[CH:49][CH:50]=[CH:51][CH:52]=3)=[CH:43][CH:42]=[CH:41][C:40]=2[CH3:53])=[C:10]([C:12]2[C:13]3[CH:22]=[C:21]([C:23]([OH:25])=[O:24])[NH:20][C:14]=3[C:15](=[O:19])[N:16]([CH3:18])[CH:17]=2)[CH:11]=1)(=[O:5])=[O:4])[CH3:2]. The catalyst class is: 708. (2) Reactant: [C:1]([O:5][C:6]([N:8]1[C:12]2[C:13](=O)[CH2:14][CH2:15][CH2:16][C:11]=2[N:10]=[CH:9]1)=[O:7])([CH3:4])([CH3:3])[CH3:2].[C:18]([O:22][C:23](=[O:30])[NH:24][CH2:25][CH2:26][CH2:27][CH2:28][NH2:29])([CH3:21])([CH3:20])[CH3:19].C(O[BH-](OC(=O)C)OC(=O)C)(=O)C.[Na+].C(=O)(O)[O-].[Na+]. Product: [C:1]([O:5][C:6]([N:8]1[C:12]2[CH:13]([NH:29][CH2:28][CH2:27][CH2:26][CH2:25][NH:24][C:23]([O:22][C:18]([CH3:21])([CH3:20])[CH3:19])=[O:30])[CH2:14][CH2:15][CH2:16][C:11]=2[N:10]=[CH:9]1)=[O:7])([CH3:4])([CH3:3])[CH3:2]. The catalyst class is: 2.